Dataset: Forward reaction prediction with 1.9M reactions from USPTO patents (1976-2016). Task: Predict the product of the given reaction. (1) Given the reactants [H-].C([Al+]CC(C)C)C(C)C.[CH2:11]([O:18][C:19]1[CH:20]=[C:21]([C:25]([CH3:29])([CH3:28])[C:26]#N)[CH:22]=[CH:23][CH:24]=1)[C:12]1[CH:17]=[CH:16][CH:15]=[CH:14][CH:13]=1.[OH:30]S(O)(=O)=O, predict the reaction product. The product is: [CH2:11]([O:18][C:19]1[CH:20]=[C:21]([C:25]([CH3:29])([CH3:28])[CH:26]=[O:30])[CH:22]=[CH:23][CH:24]=1)[C:12]1[CH:17]=[CH:16][CH:15]=[CH:14][CH:13]=1. (2) Given the reactants [ClH:1].C(N(CC)CCNC(C1C=CC2C(=CC=C(I)C=2)C=1)=O)C.[CH2:23]([N:25]([CH2:46][CH3:47])[CH2:26][CH2:27][NH:28][C:29]([C:31]1[C:44]2[C:35](=[CH:36][C:37]3[C:42]([N:43]=2)=[CH:41][CH:40]=[C:39]([I:45])[CH:38]=3)[CH:34]=[CH:33][CH:32]=1)=[O:30])[CH3:24].[K+].[Br-], predict the reaction product. The product is: [ClH:1].[ClH:1].[CH2:46]([N:25]([CH2:23][CH3:24])[CH2:26][CH2:27][NH:28][C:29]([C:31]1[C:44]2[C:35](=[CH:36][C:37]3[C:42]([N:43]=2)=[CH:41][CH:40]=[C:39]([I:45])[CH:38]=3)[CH:34]=[CH:33][CH:32]=1)=[O:30])[CH3:47]. (3) Given the reactants [O:1]=[C:2]1[NH:12][C:5]2[N:6]=[CH:7][CH:8]=[C:9]([C:10]#[N:11])[C:4]=2[CH2:3]1.[ClH:13], predict the reaction product. The product is: [ClH:13].[NH2:11][CH2:10][C:9]1[CH:8]=[CH:7][N:6]=[C:5]2[NH:12][C:2](=[O:1])[CH2:3][C:4]=12. (4) Given the reactants CS(O[CH2:6][CH:7]1[C:17]2=[C:18]3[C:13](=[CH:14][CH:15]=[C:16]2[F:19])[CH:12]=[CH:11][C:10](=[O:20])[N:9]3[CH2:8]1)(=O)=O.[C:21]1([CH2:27][O:28][C:29](=[O:38])[NH:30][CH2:31][C@@H:32]2[C@H:36]([OH:37])[CH2:35][NH:34][CH2:33]2)[CH:26]=[CH:25][CH:24]=[CH:23][CH:22]=1, predict the reaction product. The product is: [C:21]1([CH2:27][O:28][C:29](=[O:38])[NH:30][CH2:31][C@@H:32]2[C@H:36]([OH:37])[CH2:35][N:34]([CH2:6][CH:7]3[C:17]4=[C:18]5[C:13](=[CH:14][CH:15]=[C:16]4[F:19])[CH:12]=[CH:11][C:10](=[O:20])[N:9]5[CH2:8]3)[CH2:33]2)[CH:26]=[CH:25][CH:24]=[CH:23][CH:22]=1. (5) Given the reactants [CH:1]([N:4]1[C:8](=[O:9])[CH:7]=[C:6]([CH3:10])[N:5]1[CH3:11])([CH3:3])[CH3:2].[Cl:12]N1C(=O)CCC1=O, predict the reaction product. The product is: [Cl:12][C:7]1[C:8](=[O:9])[N:4]([CH:1]([CH3:3])[CH3:2])[N:5]([CH3:11])[C:6]=1[CH3:10]. (6) Given the reactants Br[C:2]1[C:3]([C:14]2[S:15][CH:16]=[C:17]([C:19]([F:22])([F:21])[F:20])[N:18]=2)=[CH:4][C:5]([NH:8][C:9]([NH:11][CH2:12][CH3:13])=[O:10])=[N:6][CH:7]=1.[CH3:23][C:24]1([CH3:40])[C:28]([CH3:30])([CH3:29])[O:27][B:26]([B:26]2[O:27][C:28]([CH3:30])([CH3:29])[C:24]([CH3:40])([CH3:23])[O:25]2)[O:25]1.C([O-])(=O)C.[K+].C(NC(NC1C=C(C2SC=C(C(F)(F)F)N=2)C=CN=1)=O)C, predict the reaction product. The product is: [CH2:12]([NH:11][C:9]([NH:8][C:5]1[CH:4]=[C:3]([C:14]2[S:15][CH:16]=[C:17]([C:19]([F:22])([F:21])[F:20])[N:18]=2)[C:2]([B:26]2[O:27][C:28]([CH3:30])([CH3:29])[C:24]([CH3:40])([CH3:23])[O:25]2)=[CH:7][N:6]=1)=[O:10])[CH3:13]. (7) Given the reactants [F:1][C:2]1[CH:26]=[CH:25][CH:24]=[C:23]([F:27])[C:3]=1[C:4]([NH:6][C:7](=[O:22])[N:8]([C:10]1[CH:15]=[CH:14][C:13]([S:16][C:17]([F:20])([F:19])[F:18])=[CH:12][C:11]=1[F:21])[CH3:9])=[O:5].[H-].[Na+].[CH3:30]I.[Cl-].[NH4+], predict the reaction product. The product is: [F:1][C:2]1[CH:26]=[CH:25][CH:24]=[C:23]([F:27])[C:3]=1[C:4]([N:6]([CH3:30])[C:7]([N:8]([C:10]1[CH:15]=[CH:14][C:13]([S:16][C:17]([F:20])([F:19])[F:18])=[CH:12][C:11]=1[F:21])[CH3:9])=[O:22])=[O:5]. (8) Given the reactants [H-].[Al+3].[Li+].[H-].[H-].[H-].[CH3:7][C:8]([CH2:16][CH2:17][CH2:18][CH:19]([CH3:26])[CH2:20][CH2:21][CH2:22][CH:23]([CH3:25])[CH3:24])=[CH:9][CH2:10][CH2:11][C:12](OC)=[O:13].S([O-])([O-])(=O)=O.[Na+].[Na+], predict the reaction product. The product is: [CH3:7][C:8]([CH2:16][CH2:17][CH2:18][CH:19]([CH3:26])[CH2:20][CH2:21][CH2:22][CH:23]([CH3:25])[CH3:24])=[CH:9][CH2:10][CH2:11][CH2:12][OH:13]. (9) Given the reactants Cl[C:2]1[N:7]=[N:6][CH:5]=[C:4]([C:8]2[CH:9]=[CH:10][C:11]([F:22])=[C:12]([C:14]3[N:21]=[CH:20][CH:19]=[CH:18][C:15]=3[C:16]#[N:17])[CH:13]=2)[CH:3]=1.[F:23][C:24]1[CH:25]=[N:26][CH:27]=[C:28]([F:34])[C:29]=1[Sn](C)(C)C, predict the reaction product. The product is: [F:23][C:24]1[CH:25]=[N:26][CH:27]=[C:28]([F:34])[C:29]=1[C:2]1[N:7]=[N:6][CH:5]=[C:4]([C:8]2[CH:9]=[CH:10][C:11]([F:22])=[C:12]([C:14]3[N:21]=[CH:20][CH:19]=[CH:18][C:15]=3[C:16]#[N:17])[CH:13]=2)[CH:3]=1. (10) The product is: [C:1]([O:5][C:6]([N:8]([CH2:37][CH2:38][C:39]([F:40])([F:42])[F:41])[C:9]1[C:10]2[N:11]([C:23]([C:26]3[CH:35]=[CH:34][C:29]([C:30]([OH:32])=[O:31])=[C:28]([CH3:36])[CH:27]=3)=[CH:24][N:25]=2)[CH:12]=[C:13]([O:15][C:16]2[CH:21]=[CH:20][CH:19]=[C:18]([F:22])[CH:17]=2)[CH:14]=1)=[O:7])([CH3:4])([CH3:2])[CH3:3]. Given the reactants [C:1]([O:5][C:6]([N:8]([CH2:37][CH2:38][C:39]([F:42])([F:41])[F:40])[C:9]1[C:10]2[N:11]([C:23]([C:26]3[CH:35]=[CH:34][C:29]([C:30]([O:32]C)=[O:31])=[C:28]([CH3:36])[CH:27]=3)=[CH:24][N:25]=2)[CH:12]=[C:13]([O:15][C:16]2[CH:21]=[CH:20][CH:19]=[C:18]([F:22])[CH:17]=2)[CH:14]=1)=[O:7])([CH3:4])([CH3:3])[CH3:2].CO.[OH-].[Li+].Cl, predict the reaction product.